This data is from Reaction yield outcomes from USPTO patents with 853,638 reactions. The task is: Predict the reaction yield, written as a fraction of the theoretical maximum amount of product (1.0 means a 100% yield; for example, 0.34 means a 34% yield). (1) The reactants are [CH3:1][O:2][C:3](=[O:28])[CH:4]([NH2:27])[CH2:5][NH:6][C:7]([N:9]1[CH2:26][CH2:25][C:12]2([N:16]([C:17]3[CH:22]=[CH:21][CH:20]=[CH:19][CH:18]=3)[CH2:15][N:14]([CH3:23])[C:13]2=[O:24])[CH2:11][CH2:10]1)=[O:8].[C:29]([N:32]1[C@@H:36]([C:37](O)=[O:38])[CH2:35][S:34][CH2:33]1)(=[O:31])[CH3:30].CN([P+](ON1N=NC2C=CC=CC1=2)(N(C)C)N(C)C)C.F[P-](F)(F)(F)(F)F.C(N(CC)C(C)C)(C)C. The catalyst is ClCCl. The product is [CH3:1][O:2][C:3](=[O:28])[CH:4]([NH:27][C:37]([C@H:36]1[CH2:35][S:34][CH2:33][N:32]1[C:29](=[O:31])[CH3:30])=[O:38])[CH2:5][NH:6][C:7]([N:9]1[CH2:10][CH2:11][C:12]2([N:16]([C:17]3[CH:22]=[CH:21][CH:20]=[CH:19][CH:18]=3)[CH2:15][N:14]([CH3:23])[C:13]2=[O:24])[CH2:25][CH2:26]1)=[O:8]. The yield is 0.650. (2) The reactants are [CH3:1]N(C=O)C.C(Cl)(=O)C(Cl)=O.[CH2:12]([O:19][C:20]1[CH:29]=[C:28]2[C:23](C(=O)N[CH:26]=[N:27]2)=[CH:22][C:21]=1[O:31][CH3:32])[C:13]1[CH:18]=[CH:17][CH:16]=[CH:15][CH:14]=1.O.[CH:34]([Cl:37])(Cl)Cl. The catalyst is C(Cl)Cl. The product is [CH2:12]([O:19][C:20]1[CH:29]=[C:28]2[C:23]([C:34]([Cl:37])=[CH:1][CH:26]=[N:27]2)=[CH:22][C:21]=1[O:31][CH3:32])[C:13]1[CH:18]=[CH:17][CH:16]=[CH:15][CH:14]=1. The yield is 0.480. (3) The reactants are [C:1]([C:5]1[CH:10]=[CH:9][C:8]([S:11]([NH:14][C:15]2[CH:16]=[C:17]3[C:21](=[CH:22][CH:23]=2)[NH:20][C:19]([C:24](O)=[O:25])=[C:18]3[C:27]2[CH:32]=[CH:31][CH:30]=[CH:29][CH:28]=2)(=[O:13])=[O:12])=[CH:7][CH:6]=1)([CH3:4])([CH3:3])[CH3:2].[C:33]([NH:36][CH2:37][CH2:38][NH2:39])(=[O:35])[CH3:34]. The catalyst is ClCCl.CO. The product is [C:33]([NH:36][CH2:37][CH2:38][NH:39][C:24]([C:19]1[NH:20][C:21]2[C:17]([C:18]=1[C:27]1[CH:28]=[CH:29][CH:30]=[CH:31][CH:32]=1)=[CH:16][C:15]([NH:14][S:11]([C:8]1[CH:7]=[CH:6][C:5]([C:1]([CH3:3])([CH3:2])[CH3:4])=[CH:10][CH:9]=1)(=[O:12])=[O:13])=[CH:23][CH:22]=2)=[O:25])(=[O:35])[CH3:34]. The yield is 0.180. (4) The reactants are [NH:1]([C:5]1[C:14]2[C:9](=[C:10]([Cl:15])[CH:11]=[CH:12][CH:13]=2)[CH:8]=[CH:7][CH:6]=1)C(C)=O.[OH-].[Na+]. The catalyst is CCO. The product is [NH2:1][C:5]1[C:14]2[C:9](=[C:10]([Cl:15])[CH:11]=[CH:12][CH:13]=2)[CH:8]=[CH:7][CH:6]=1. The yield is 0.980. (5) The reactants are [Cl:1][C:2]1[CH:16]=[CH:15][C:5]([C:6]([NH:8][CH2:9][CH2:10][CH2:11][C:12]([OH:14])=[O:13])=[O:7])=[C:4]([OH:17])[CH:3]=1.[OH-].[Na+:19]. The catalyst is C(O)(C)C. The product is [Cl:1][C:2]1[CH:16]=[CH:15][C:5]([C:6]([NH:8][CH2:9][CH2:10][CH2:11][C:12]([O-:14])=[O:13])=[O:7])=[C:4]([OH:17])[CH:3]=1.[Na+:19]. The yield is 0.920. (6) The product is [CH3:1][C:2]1([CH3:4])[O:16][C:14](=[O:15])/[C:12](=[CH:10]/[C:9]([OH:18])=[O:17])/[O:3]1. The catalyst is O1CCCC1.CO. The reactants are [CH2-:1][C:2]([CH3:4])=[O:3].[CH2-]C(C)=O.[C:9]([OH:18])(=[O:17])[CH:10]([CH:12]([C:14]([OH:16])=[O:15])O)O.CC(C)([O-])C.[K+].Cl.C(Cl)(=O)C. The yield is 0.770.